From a dataset of Aqueous solubility values for 9,982 compounds from the AqSolDB database. Regression/Classification. Given a drug SMILES string, predict its absorption, distribution, metabolism, or excretion properties. Task type varies by dataset: regression for continuous measurements (e.g., permeability, clearance, half-life) or binary classification for categorical outcomes (e.g., BBB penetration, CYP inhibition). For this dataset (solubility_aqsoldb), we predict Y. (1) The compound is c1ccc2c(c1)ccc1nccnc12. The Y is -2.68 log mol/L. (2) The molecule is CC1=NC(=O)C(C(N)=O)C(=O)N1. The Y is -2.41 log mol/L. (3) The compound is COc1ccc(C(=O)Nc2ccccc2)cc1[N+](=O)[O-]. The Y is -4.99 log mol/L. (4) The drug is Cc1cc(Cc2cc(C)c(O)c(C)c2)cc(C)c1O. The Y is -3.41 log mol/L. (5) The compound is CC1(C)[C@H](C=C(Cl)Cl)[C@H]1C(=O)OCc1c(F)c(F)cc(F)c1F. The Y is -6.81 log mol/L. (6) The molecule is CC1(C)C2CCC1(C)C(O)C2. The Y is -2.32 log mol/L. (7) The drug is O=C1NC(c2ccccc2)(c2ccccc2)C(=O)N1CO. The Y is -3.30 log mol/L. (8) The molecule is OCC(O)[C@H]1OC2O[C@H](C(Cl)(Cl)Cl)O[C@@H]2[C@H]1O. The Y is -1.84 log mol/L. (9) The Y is -4.65 log mol/L. The molecule is CCCCCCCCCCCCCCCCN(C)C. (10) The molecule is CC(C)(C(=O)O)C(=O)O. The Y is -0.167 log mol/L.